This data is from Catalyst prediction with 721,799 reactions and 888 catalyst types from USPTO. The task is: Predict which catalyst facilitates the given reaction. (1) Reactant: [C:1](Cl)(=O)[C:2]([Cl:4])=[O:3].[CH3:7][C:8]([Si:11]([C:25]1[CH:30]=[CH:29][CH:28]=[CH:27][CH:26]=1)([C:19]1[CH:24]=[CH:23][CH:22]=[CH:21][CH:20]=1)[O:12][C@@H:13](C)[CH2:14]C(O)=O)([CH3:10])[CH3:9].CN(C=O)C. Product: [CH3:7][C:8]([Si:11]([C:25]1[CH:30]=[CH:29][CH:28]=[CH:27][CH:26]=1)([C:19]1[CH:20]=[CH:21][CH:22]=[CH:23][CH:24]=1)[O:12][C@@H:13]([CH3:14])[CH2:1][C:2]([Cl:4])=[O:3])([CH3:9])[CH3:10]. The catalyst class is: 2. (2) Reactant: Br[C:2]1[C:3]([NH2:9])=[N:4][CH:5]=[C:6]([Br:8])[N:7]=1.[C:10]1([OH:16])[CH:15]=[CH:14][CH:13]=[CH:12][CH:11]=1.C(=O)([O-])[O-].[K+].[K+]. Product: [Br:8][C:6]1[N:7]=[C:2]([O:16][C:10]2[CH:15]=[CH:14][CH:13]=[CH:12][CH:11]=2)[C:3]([NH2:9])=[N:4][CH:5]=1. The catalyst class is: 37.